Predict the product of the given reaction. From a dataset of Forward reaction prediction with 1.9M reactions from USPTO patents (1976-2016). Given the reactants Br[C:2]1[CH:7]=[CH:6][CH:5]=[CH:4][C:3]=1[C:8]([F:11])([F:10])[F:9].[C:12]1(=O)[CH2:17][CH2:16][CH2:15][CH2:14][CH2:13]1, predict the reaction product. The product is: [C:12]1([C:2]2[CH:7]=[CH:6][CH:5]=[CH:4][C:3]=2[C:8]([F:11])([F:10])[F:9])[CH2:17][CH2:16][CH2:15][CH2:14][CH:13]=1.